From a dataset of Forward reaction prediction with 1.9M reactions from USPTO patents (1976-2016). Predict the product of the given reaction. (1) Given the reactants [C:1]([O:5][C:6]([N:8]1[CH:12]=[C:11]([C:13]2[C:21]3[C:16](=[CH:17][CH:18]=[CH:19][CH:20]=3)[N:15]([CH3:22])[CH:14]=2)[N:10]([C:23]2[C:31]3[C:26](=[CH:27][CH:28]=[CH:29][CH:30]=3)[NH:25][CH:24]=2)[C:9]1=[O:32])=[O:7])([CH3:4])([CH3:3])[CH3:2].Br[CH2:34][CH2:35][CH2:36][CH2:37][N:38]1[C:42](=[O:43])[C:41]2=[CH:44][CH:45]=[CH:46][CH:47]=[C:40]2[C:39]1=[O:48].[H-].[Na+], predict the reaction product. The product is: [C:1]([O:5][C:6]([N:8]1[CH:12]=[C:11]([C:13]2[C:21]3[C:16](=[CH:17][CH:18]=[CH:19][CH:20]=3)[N:15]([CH3:22])[CH:14]=2)[N:10]([C:23]2[C:31]3[C:26](=[CH:27][CH:28]=[CH:29][CH:30]=3)[N:25]([CH2:34][CH2:35][CH2:36][CH2:37][N:38]3[C:42](=[O:43])[C:41]4[C:40](=[CH:47][CH:46]=[CH:45][CH:44]=4)[C:39]3=[O:48])[CH:24]=2)[C:9]1=[O:32])=[O:7])([CH3:4])([CH3:2])[CH3:3]. (2) The product is: [ClH:39].[NH2:13][C:14]1[CH:19]=[CH:18][C:17]([CH2:20][CH2:21][NH:22][C:23]2[CH:28]=[C:27]([C:29]3[CH:34]=[CH:33][CH:32]=[C:31]([O:35][CH3:36])[CH:30]=3)[N:26]=[C:25]([O:37][CH3:38])[N:24]=2)=[CH:16][CH:15]=1. Given the reactants [N+](C1C=CC(CCN)=CC=1)([O-])=O.[NH2:13][C:14]1[CH:19]=[CH:18][C:17]([CH2:20][CH2:21][NH:22][C:23]2[CH:28]=[C:27]([C:29]3[CH:34]=[CH:33][CH:32]=[C:31]([O:35][CH3:36])[CH:30]=3)[N:26]=[C:25]([O:37][CH3:38])[N:24]=2)=[CH:16][CH:15]=1.[ClH:39], predict the reaction product.